Dataset: Forward reaction prediction with 1.9M reactions from USPTO patents (1976-2016). Task: Predict the product of the given reaction. (1) Given the reactants [Br:1][C:2]1[CH:7]=[CH:6][C:5]([CH:8]2[O:12]C(C)(C)O[C:9]2=[O:15])=[CH:4][CH:3]=1.Cl.[NH2:17][CH2:18][CH2:19][C:20]1[CH:25]=[CH:24][C:23]([OH:26])=[C:22]([O:27][CH3:28])[CH:21]=1.C(N(CC)CC)C, predict the reaction product. The product is: [Br:1][C:2]1[CH:3]=[CH:4][C:5]([CH:8]([OH:12])[C:9]([NH:17][CH2:18][CH2:19][C:20]2[CH:25]=[CH:24][C:23]([OH:26])=[C:22]([O:27][CH3:28])[CH:21]=2)=[O:15])=[CH:6][CH:7]=1. (2) Given the reactants [Br:1][C:2]1[CH:7]=[CH:6][C:5]([C:8]2[N:9]=[C:10]([NH:13][CH:14]3[CH2:19][CH2:18][CH:17]([C:20]([OH:22])=O)[CH2:16][CH2:15]3)[S:11][CH:12]=2)=[CH:4][CH:3]=1.C(C1NC=CN=1)(C1NC=CN=1)=O, predict the reaction product. The product is: [Br:1][C:2]1[CH:7]=[CH:6][C:5]([C:8]2[N:9]=[C:10]([N:13]3[C:20](=[O:22])[CH:17]4[CH2:18][CH2:19][CH:14]3[CH2:15][CH2:16]4)[S:11][CH:12]=2)=[CH:4][CH:3]=1. (3) Given the reactants [Si]([O:8][CH2:9][CH2:10][CH2:11][C:12](=S)[NH:13][CH2:14][C:15]1[N:16]=[C:17]2[CH:23]=[C:22]([C:24]3[C:32]4[C:27](=[CH:28][CH:29]=[C:30]([O:33][CH3:34])[CH:31]=4)[N:26]([CH3:35])[CH:25]=3)[N:21]([CH2:36][O:37][CH2:38][CH2:39][Si:40]([CH3:43])([CH3:42])[CH3:41])[C:18]2=[N:19][CH:20]=1)(C(C)(C)C)(C)C, predict the reaction product. The product is: [CH3:34][O:33][C:30]1[CH:31]=[C:32]2[C:27](=[CH:28][CH:29]=1)[N:26]([CH3:35])[CH:25]=[C:24]2[C:22]1[N:21]([CH2:36][O:37][CH2:38][CH2:39][Si:40]([CH3:43])([CH3:42])[CH3:41])[C:18]2[N:19]=[CH:20][C:15]3[N:16]([C:12]([CH2:11][CH2:10][CH2:9][OH:8])=[N:13][CH:14]=3)[C:17]=2[CH:23]=1. (4) Given the reactants O=[C:2]1[CH2:6][S:5][CH2:4][CH:3]1[C:7]([O:9][CH3:10])=[O:8].[F:11][C:12]1[CH:18]=[C:17]([I:19])[CH:16]=[CH:15][C:13]=1[NH2:14], predict the reaction product. The product is: [F:11][C:12]1[CH:18]=[C:17]([I:19])[CH:16]=[CH:15][C:13]=1[NH:14][C:2]1[CH2:6][S:5][CH2:4][C:3]=1[C:7]([O:9][CH3:10])=[O:8]. (5) Given the reactants [F:1][C:2]([F:19])([F:18])[C:3]1[CH:11]=[CH:10][C:9]2[N:8]3[CH2:12][CH2:13][O:14][CH2:15][C:7]3=[C:6](C=O)[C:5]=2[CH:4]=1.[CH2:20]([CH2:22][NH2:23])[OH:21].FC(F)(F)S([O-])(=O)=O.[Yb+3].FC(F)(F)S([O-])(=O)=O.FC(F)(F)S([O-])(=O)=O.[BH4-].[Na+], predict the reaction product. The product is: [F:18][C:2]([F:1])([F:19])[C:3]1[CH:11]=[CH:10][C:9]2[N:8]3[CH2:12][CH2:13][O:14][CH2:15][C:7]3=[C:6]([NH:23][CH2:22][CH2:20][OH:21])[C:5]=2[CH:4]=1.